From a dataset of Catalyst prediction with 721,799 reactions and 888 catalyst types from USPTO. Predict which catalyst facilitates the given reaction. (1) Reactant: [NH:1]1[CH2:6][CH2:5][CH:4]([O:7][C:8](=[O:19])[NH:9][C:10]2[CH:15]=[CH:14][C:13]([CH:16]([CH3:18])[CH3:17])=[CH:12][CH:11]=2)[CH2:3][CH2:2]1.Cl[C:21]1[C:30]2[C:25](=[CH:26][C:27]([O:33][CH3:34])=[C:28]([O:31][CH3:32])[CH:29]=2)[N:24]=[CH:23][C:22]=1[C:35]#[N:36]. Product: [C:35]([C:22]1[CH:23]=[N:24][C:25]2[C:30]([C:21]=1[N:1]1[CH2:2][CH2:3][CH:4]([O:7][C:8](=[O:19])[NH:9][C:10]3[CH:15]=[CH:14][C:13]([CH:16]([CH3:17])[CH3:18])=[CH:12][CH:11]=3)[CH2:5][CH2:6]1)=[CH:29][C:28]([O:31][CH3:32])=[C:27]([O:33][CH3:34])[CH:26]=2)#[N:36]. The catalyst class is: 32. (2) Reactant: [NH:1]([C:3]1[CH:8]=[CH:7][CH:6]=[CH:5][N:4]=1)[NH2:2].O=[C:10]1[CH2:14][S:13][CH2:12][CH:11]1[C:15](OC)=[O:16].[Na].C(O)(=O)C. Product: [N:4]1[CH:5]=[CH:6][CH:7]=[CH:8][C:3]=1[N:1]1[C:15](=[O:16])[C:11]2[CH2:12][S:13][CH2:14][C:10]=2[NH:2]1. The catalyst class is: 24. (3) Reactant: [NH2:1][C:2]1[N:7]=[CH:6][N:5]=[C:4]2[N:8]([C@@H:12]3[CH2:17][CH2:16][CH2:15][N:14]([C:18]([O:20][C:21]([CH3:24])([CH3:23])[CH3:22])=[O:19])[CH2:13]3)[N:9]=[C:10](I)[C:3]=12.[F:25][C:26]1[C:48]([F:49])=[CH:47][CH:46]=[CH:45][C:27]=1[O:28][C:29]1[CH:34]=[CH:33][C:32](B2OC(C)(C)C(C)(C)O2)=[C:31]([F:44])[CH:30]=1.C([O-])([O-])=O.[Na+].[Na+]. Product: [NH2:1][C:2]1[N:7]=[CH:6][N:5]=[C:4]2[N:8]([C@@H:12]3[CH2:17][CH2:16][CH2:15][N:14]([C:18]([O:20][C:21]([CH3:24])([CH3:23])[CH3:22])=[O:19])[CH2:13]3)[N:9]=[C:10]([C:32]3[CH:33]=[CH:34][C:29]([O:28][C:27]4[CH:45]=[CH:46][CH:47]=[C:48]([F:49])[C:26]=4[F:25])=[CH:30][C:31]=3[F:44])[C:3]=12. The catalyst class is: 70. (4) Product: [C:25]([O:24][C:23]1[C:18]([CH2:17][N:14]2[CH2:15][CH2:16][CH:11]([C:9](=[O:10])[CH2:8][C:3]3[CH:4]=[CH:5][CH:6]=[CH:7][C:2]=3[C:37]#[N:38])[CH2:12][CH2:13]2)=[N:19][CH:20]=[CH:21][N:22]=1)([CH3:28])([CH3:27])[CH3:26]. Reactant: Br[C:2]1[CH:7]=[CH:6][CH:5]=[CH:4][C:3]=1[CH2:8][C:9]([CH:11]1[CH2:16][CH2:15][N:14]([CH2:17][C:18]2[C:23]([O:24][C:25]([CH3:28])([CH3:27])[CH3:26])=[N:22][CH:21]=[CH:20][N:19]=2)[CH2:13][CH2:12]1)=[O:10].[OH-].[Na+].C(OCC)(=O)C.[CH3:37][N:38](C)C=O. The catalyst class is: 267. (5) Product: [NH2:19][C:14]1[N:13]=[C:12]([N:11]2[C:10]3[CH:20]=[CH:21][CH:22]=[CH:23][C:9]=3[N:8]=[C:7]2[O:6][C:5]2[CH:4]=[C:3]([OH:2])[CH:26]=[CH:25][CH:24]=2)[CH:17]=[C:16]([CH3:18])[N:15]=1. Reactant: C[O:2][C:3]1[CH:4]=[C:5]([CH:24]=[CH:25][CH:26]=1)[O:6][C:7]1[N:11]([C:12]2[CH:17]=[C:16]([CH3:18])[N:15]=[C:14]([NH2:19])[N:13]=2)[C:10]2[CH:20]=[CH:21][CH:22]=[CH:23][C:9]=2[N:8]=1.B(Br)(Br)Br. The catalyst class is: 4.